Binary Classification. Given a miRNA mature sequence and a target amino acid sequence, predict their likelihood of interaction. From a dataset of Experimentally validated miRNA-target interactions with 360,000+ pairs, plus equal number of negative samples. (1) The miRNA is hsa-miR-548k with sequence AAAAGUACUUGCGGAUUUUGCU. The protein sequence of the target gene is MMGIFLASVGFMFFSVLYVQQGLSSQAKFTELPRNVTATEGQNVEMSCAFQSGSASVYLEIQWWFLRGPEDLEQGTEAAGSQVELLPDRDPDNDGTKISTVKVQGNDISHKLQISKVRKKDEGLYECRVTDANYGELQEHKAQAYLKVNANSHARRMQAFEASPMWLQDTKPRKNASSVVPSSVHNSANQRMHSTSSPQAVAKIPKQSPQSGARIATSHGLSVLLLVCGFVKGALL. Result: 0 (no interaction). (2) The miRNA is mmu-miR-466i-5p with sequence UGUGUGUGUGUGUGUGUGUG. The protein sequence of the target gene is MTGSLFKGNFWSTDILSTIGYDSIIQHLNNGRKNCKEFEDFLKERASIEEKYGKDLLNLSRKKPCGQSEINTLKRALEVFKQQVDNVAQCHIQLAQTLREEARKMEEFREKQKLQRKKTETIMDAAHKQRNAQFKKAMDAKKNYEQKCRDKDEAEQAVHRSANVANQRQQEKLFVKLATSKTAVEDSDKAYMLHINMLEKVREDWQSEHIKACEVFEAQECERINFFRNALWLHLNQLSQQCVANDEMYEQVRKSLETCSIEKDIQYFVNQRKTGQTPPAPIMYENFYSPQRNAAPPGKT.... Result: 1 (interaction).